This data is from Forward reaction prediction with 1.9M reactions from USPTO patents (1976-2016). The task is: Predict the product of the given reaction. Given the reactants [C:1]([O:4][C@H:5]1[C@H:10]([O:11][C:12](=[O:14])[CH3:13])[C@@H:9]([O:15][C:16](=[O:18])[CH3:17])[C@H:8]([C:19]2[CH:24]=[CH:23][C:22]([Cl:25])=[C:21]([CH2:26][C:27]3[CH:32]=[CH:31][C:30]([CH2:33][CH:34]=O)=[CH:29][CH:28]=3)[CH:20]=2)[O:7][C@@H:6]1[CH2:36][O:37][C:38](=[O:40])[CH3:39])(=[O:3])[CH3:2].N1C=CC=CC=1.Cl.[CH3:48][O:49][NH2:50], predict the reaction product. The product is: [C:1]([O:4][C@H:5]1[C@H:10]([O:11][C:12](=[O:14])[CH3:13])[C@@H:9]([O:15][C:16](=[O:18])[CH3:17])[C@H:8]([C:19]2[CH:24]=[CH:23][C:22]([Cl:25])=[C:21]([CH2:26][C:27]3[CH:28]=[CH:29][C:30]([CH2:33][CH:34]=[N:50][O:49][CH3:48])=[CH:31][CH:32]=3)[CH:20]=2)[O:7][C@@H:6]1[CH2:36][O:37][C:38](=[O:40])[CH3:39])(=[O:3])[CH3:2].